This data is from Catalyst prediction with 721,799 reactions and 888 catalyst types from USPTO. The task is: Predict which catalyst facilitates the given reaction. (1) The catalyst class is: 3. Reactant: [CH:1]1[C:14]2[C:5](=[N:6][C:7]3[C:12]([CH:13]=2)=[CH:11][CH:10]=[CH:9][CH:8]=3)[C:4]([C:15]([OH:17])=O)=[CH:3][CH:2]=1.[CH:18]1[N:22]=[CH:21][N:20](C([N:20]2[CH:21]=[N:22][CH:18]=[CH:19]2)=O)[CH:19]=1. Product: [N:20]1([C:15]([C:4]2[C:5]3[C:14](=[CH:13][C:12]4[C:7]([N:6]=3)=[CH:8][CH:9]=[CH:10][CH:11]=4)[CH:1]=[CH:2][CH:3]=2)=[O:17])[CH:19]=[CH:18][N:22]=[CH:21]1. (2) Reactant: [CH2:1]([O:3][C:4]1[CH:9]=[CH:8][C:7]([F:10])=[CH:6][CH:5]=1)[CH3:2].C([Li])CCC.CCCCCC.C[O:23]B(OC)OC. Product: [CH2:1]([O:3][C:4]1[CH:5]=[CH:6][C:7]([F:10])=[C:8]([OH:23])[CH:9]=1)[CH3:2]. The catalyst class is: 1. (3) Reactant: C[O:2][C:3](=O)[C:4]1[CH:9]=[C:8]([C:10]#[N:11])[CH:7]=[CH:6][C:5]=1[CH2:12][N:13]([CH2:23][C:24]1[C:29]([CH3:30])=[CH:28][C:27]([Cl:31])=[CH:26][N:25]=1)[C:14]([CH3:22])([C:16]1[CH:21]=[CH:20][CH:19]=[CH:18][N:17]=1)[CH3:15].[Li+].[BH4-].[OH-].[Na+].C(Cl)Cl. Product: [Cl:31][C:27]1[CH:28]=[C:29]([CH3:30])[C:24]([CH2:23][N:13]([CH2:12][C:5]2[CH:6]=[CH:7][C:8]([C:10]#[N:11])=[CH:9][C:4]=2[CH2:3][OH:2])[C:14]([CH3:15])([C:16]2[CH:21]=[CH:20][CH:19]=[CH:18][N:17]=2)[CH3:22])=[N:25][CH:26]=1. The catalyst class is: 92. (4) Reactant: [CH:1]1([NH2:4])[CH2:3][CH2:2]1.Br[CH:6]([C:12]([O:14][CH2:15][CH3:16])=[O:13])[C:7]([O:9][CH2:10][CH3:11])=[O:8]. Product: [CH:1]1([NH:4][CH:6]([C:7]([O:9][CH2:10][CH3:11])=[O:8])[C:12]([O:14][CH2:15][CH3:16])=[O:13])[CH2:3][CH2:2]1. The catalyst class is: 10. (5) Reactant: [CH3:1][O:2][CH2:3][CH2:4][O:5][C:6]1[CH:11]=[C:10]([O:12][C:13]2[CH:18]=[CH:17][C:16]([C:19]([F:22])([F:21])[F:20])=[CH:15][N:14]=2)[CH:9]=[CH:8][C:7]=1[CH2:23][CH2:24][CH2:25][OH:26].O[C:28]1[CH:32]=[C:31]([CH2:33][CH2:34][C:35]([O:37]CC)=[O:36])[N:30]([C:40]2[CH:45]=[CH:44][CH:43]=[CH:42][CH:41]=2)[N:29]=1.C(P(CCCC)CCCC)CCC.N(C(N1CCCCC1)=O)=NC(N1CCCCC1)=O.O1CCCC1CO.[OH-].[Na+].Cl. Product: [CH3:1][O:2][CH2:3][CH2:4][O:5][C:6]1[CH:11]=[C:10]([O:12][C:13]2[CH:18]=[CH:17][C:16]([C:19]([F:20])([F:21])[F:22])=[CH:15][N:14]=2)[CH:9]=[CH:8][C:7]=1[CH2:23][CH2:24][CH2:25][O:26][C:28]1[CH:32]=[C:31]([CH2:33][CH2:34][C:35]([OH:37])=[O:36])[N:30]([C:40]2[CH:45]=[CH:44][CH:43]=[CH:42][CH:41]=2)[N:29]=1. The catalyst class is: 7. (6) Reactant: [F:1][C:2]1[CH:3]=[C:4]([CH:7]=[C:8]([F:12])[C:9]=1[CH:10]=O)[C:5]#[N:6].[CH3:13][O:14][C:15]1[CH:16]=[C:17]([CH:19]=[CH:20][CH:21]=1)[NH2:18]. Product: [F:1][C:2]1[CH:3]=[C:4]([CH:7]=[C:8]([F:12])[C:9]=1[CH:10]=[N:18][C:17]1[CH:19]=[CH:20][CH:21]=[C:15]([O:14][CH3:13])[CH:16]=1)[C:5]#[N:6]. The catalyst class is: 8. (7) Reactant: Cl.Cl.[NH2:3][NH2:4].C(O/[CH:8]=[CH:9]/[C:10](=O)[C:11]([F:14])([F:13])[F:12])C.C(OCC)(=O)C.CCCCCC. Product: [F:12][C:11]([F:14])([F:13])[C:10]1[CH:9]=[CH:8][NH:4][N:3]=1. The catalyst class is: 8.